The task is: Predict the reactants needed to synthesize the given product.. This data is from Full USPTO retrosynthesis dataset with 1.9M reactions from patents (1976-2016). (1) Given the product [Br:3][C:4]1[CH:22]=[C:21]([NH2:23])[CH:20]=[CH:19][C:5]=1[N:6]([CH2:13][CH2:14][CH2:15][CH2:16][CH2:17][CH3:18])[CH2:7][CH2:8][CH2:9][CH2:10][CH2:11][CH3:12], predict the reactants needed to synthesize it. The reactants are: Cl.O.[Br:3][C:4]1[CH:22]=[C:21]([N+:23]([O-])=O)[CH:20]=[CH:19][C:5]=1[N:6]([CH2:13][CH2:14][CH2:15][CH2:16][CH2:17][CH3:18])[CH2:7][CH2:8][CH2:9][CH2:10][CH2:11][CH3:12].CCN(CC)CC. (2) Given the product [NH2:8][C@H:9]([C:20]([OH:22])=[O:21])[CH2:10][CH2:11][CH2:12][NH2:13], predict the reactants needed to synthesize it. The reactants are: C([NH:8][C@H:9]([C:20]([OH:22])=[O:21])[CH2:10][CH2:11][CH2:12][NH:13]C(C(F)(F)F)=O)(OC(C)(C)C)=O.N[C@H](C(C(OC)=O)=O)CCCNC(C(F)(F)F)=O.CN1CCOCC1. (3) The reactants are: Br[C:2]1[CH:3]=[CH:4][C:5]2[S:9][C:8]([CH2:10][CH2:11][CH2:12][S:13][C:14]3[CH:19]=[CH:18][C:17]([O:20][CH2:21][C:22]([O:24][CH2:25][CH3:26])=[O:23])=[C:16]([CH3:27])[CH:15]=3)=[C:7]([CH3:28])[C:6]=2[CH:29]=1.[Br:30]C1C=CC2C(C)=C(CCCBr)SC=2C=1. Given the product [Br:30][C:3]1[CH:2]=[CH:29][C:6]2[C:7]([CH3:28])=[C:8]([CH2:10][CH2:11][CH2:12][S:13][C:14]3[CH:19]=[CH:18][C:17]([O:20][CH2:21][C:22]([O:24][CH2:25][CH3:26])=[O:23])=[C:16]([CH3:27])[CH:15]=3)[S:9][C:5]=2[CH:4]=1, predict the reactants needed to synthesize it.